This data is from NCI-60 drug combinations with 297,098 pairs across 59 cell lines. The task is: Regression. Given two drug SMILES strings and cell line genomic features, predict the synergy score measuring deviation from expected non-interaction effect. (1) Cell line: HOP-62. Drug 2: C1CC(=O)NC(=O)C1N2C(=O)C3=CC=CC=C3C2=O. Drug 1: C1=NC2=C(N1)C(=S)N=C(N2)N. Synergy scores: CSS=35.6, Synergy_ZIP=1.72, Synergy_Bliss=3.18, Synergy_Loewe=-10.4, Synergy_HSA=4.31. (2) Cell line: SK-MEL-5. Drug 1: CC(C)(C#N)C1=CC(=CC(=C1)CN2C=NC=N2)C(C)(C)C#N. Drug 2: C1=NC2=C(N=C(N=C2N1C3C(C(C(O3)CO)O)F)Cl)N. Synergy scores: CSS=15.4, Synergy_ZIP=-6.30, Synergy_Bliss=0.308, Synergy_Loewe=1.48, Synergy_HSA=1.82. (3) Cell line: EKVX. Synergy scores: CSS=40.0, Synergy_ZIP=-2.27, Synergy_Bliss=4.01, Synergy_Loewe=6.29, Synergy_HSA=6.62. Drug 1: CN1CCC(CC1)COC2=C(C=C3C(=C2)N=CN=C3NC4=C(C=C(C=C4)Br)F)OC. Drug 2: C1=CN(C(=O)N=C1N)C2C(C(C(O2)CO)O)O.Cl.